From a dataset of Full USPTO retrosynthesis dataset with 1.9M reactions from patents (1976-2016). Predict the reactants needed to synthesize the given product. (1) Given the product [Cl:1][C:2]1[N:7]=[CH:6][C:5]2[N:8]=[C:27]([CH3:28])[N:9]([CH2:10][C:11]3[CH:19]=[CH:18][CH:17]=[C:16]4[C:12]=3[CH:13]=[N:14][N:15]4[CH:20]3[CH2:25][CH2:24][CH2:23][CH2:22][O:21]3)[C:4]=2[CH:3]=1, predict the reactants needed to synthesize it. The reactants are: [Cl:1][C:2]1[N:7]=[CH:6][C:5]([NH2:8])=[C:4]([NH:9][CH2:10][C:11]2[CH:19]=[CH:18][CH:17]=[C:16]3[C:12]=2[CH:13]=[N:14][N:15]3[CH:20]2[CH2:25][CH2:24][CH2:23][CH2:22][O:21]2)[CH:3]=1.Cl.[CH2:27](OC(=N)C)[CH3:28].N. (2) The reactants are: [S:1]1[C:5]2[CH:6]=[CH:7][CH:8]=[CH:9][C:4]=2[N:3]=[C:2]1[NH:10][C:11](=[O:19])[C:12]1[CH:17]=[CH:16][CH:15]=[C:14]([Cl:18])[CH:13]=1.C(=O)([O-])[O-].[K+].[K+].Br[CH:27]([CH2:32][OH:33])[C:28]([O:30][CH3:31])=[O:29]. Given the product [Cl:18][C:14]1[CH:13]=[C:12]([CH:17]=[CH:16][CH:15]=1)[C:11]([N:10]=[C:2]1[N:3]([CH:27]([CH2:32][OH:33])[C:28]([O:30][CH3:31])=[O:29])[C:4]2[CH:9]=[CH:8][CH:7]=[CH:6][C:5]=2[S:1]1)=[O:19], predict the reactants needed to synthesize it. (3) Given the product [CH3:26][O:25][CH:4]([O:3][CH3:1])[CH2:5][CH2:6][CH2:7][C:8]1[CH:13]=[CH:12][C:11]([O:14][CH2:15][CH2:16][CH2:17][N:18]2[CH2:24][CH2:23][CH2:22][CH2:21][CH2:20][CH2:19]2)=[CH:10][CH:9]=1, predict the reactants needed to synthesize it. The reactants are: [CH2:1]([O:3][CH:4]([O:25][CH2:26]C)[CH2:5][CH2:6][CH2:7][C:8]1[CH:13]=[CH:12][C:11]([O:14][CH2:15][CH2:16][CH2:17][N:18]2[CH2:24][CH2:23][CH2:22][CH2:21][CH2:20][CH2:19]2)=[CH:10][CH:9]=1)C.